Task: Predict the product of the given reaction.. Dataset: Forward reaction prediction with 1.9M reactions from USPTO patents (1976-2016) (1) Given the reactants [NH2:1][S:2]([C:5]1[C:6]([Cl:26])=[CH:7][C:8]([NH:19][CH2:20][C:21]2[O:22][CH:23]=[CH:24][CH:25]=2)=[C:9]([CH:18]=1)[C:10]([O:12][CH2:13][C:14]([Cl:17])([Cl:16])[Cl:15])=[O:11])(=[O:4])=[O:3].[CH3:27][O:28][C:29](=[O:39])[CH2:30][CH2:31][CH2:32][CH2:33][C:34]([O:36][CH2:37]Cl)=[O:35].C1CN2C(=NCCC2)C1.C(#N)C, predict the reaction product. The product is: [Cl:26][C:6]1[CH:7]=[C:8]([NH:19][CH2:20][C:21]2[O:22][CH:23]=[CH:24][CH:25]=2)[C:9]([C:10]([O:12][CH2:13][C:14]([Cl:17])([Cl:15])[Cl:16])=[O:11])=[CH:18][C:5]=1[S:2]([NH:1][CH2:37][O:36][C:34](=[O:35])[CH2:33][CH2:32][CH2:31][CH2:30][C:29]([O:28][CH3:27])=[O:39])(=[O:3])=[O:4]. (2) Given the reactants CO.C([O:5][C:6]([C:8]1[S:12][CH:11]=[N:10][C:9]=1[N:13]1[C:17](=[O:18])[NH:16][C:15]([CH:19]([C:36]2[CH:45]=[C:44]([O:46][CH3:47])[C:39]3[O:40][CH2:41][CH2:42][O:43][C:38]=3[C:37]=2[F:48])[NH:20][C:21]2[CH:26]=[CH:25][C:24]([C:27]3[N:31]=C(C(F)(F)F)O[N:28]=3)=[CH:23][CH:22]=2)=[N:14]1)=[O:7])C.[OH-].[Na+], predict the reaction product. The product is: [C:27]([C:24]1[CH:25]=[CH:26][C:21]([NH:20][CH:19]([C:36]2[CH:45]=[C:44]([O:46][CH3:47])[C:39]3[O:40][CH2:41][CH2:42][O:43][C:38]=3[C:37]=2[F:48])[C:15]2[NH:16][C:17](=[O:18])[N:13]([C:9]3[N:10]=[CH:11][S:12][C:8]=3[C:6]([OH:7])=[O:5])[N:14]=2)=[CH:22][CH:23]=1)(=[NH:28])[NH2:31]. (3) Given the reactants [Cl:1][C:2]1[CH:3]=[C:4]([N:8]2[C:12]([C:13]3[CH:18]=[CH:17][CH:16]=[C:15]([O:19][C:20]([F:23])([F:22])[F:21])[CH:14]=3)=[CH:11][C:10]([C:24]([OH:26])=O)=[N:9]2)[CH:5]=[CH:6][CH:7]=1.ClC1C=C(N2C(C3C=C(F)C=C(Cl)C=3)=CC(C([N:50]3[CH2:54][C:53](=[O:55])[NH:52][CH2:51]3)=O)=N2)C=CC=1F, predict the reaction product. The product is: [Cl:1][C:2]1[CH:3]=[C:4]([N:8]2[C:12]([C:13]3[CH:18]=[CH:17][CH:16]=[C:15]([O:19][C:20]([F:22])([F:21])[F:23])[CH:14]=3)=[CH:11][C:10]([C:24]([N:50]3[CH2:54][C:53](=[O:55])[NH:52][CH2:51]3)=[O:26])=[N:9]2)[CH:5]=[CH:6][CH:7]=1.